Dataset: Reaction yield outcomes from USPTO patents with 853,638 reactions. Task: Predict the reaction yield, written as a fraction of the theoretical maximum amount of product (1.0 means a 100% yield; for example, 0.34 means a 34% yield). (1) The reactants are [CH:1]1([CH2:6][CH:7]([CH2:27][N:28]([CH:37]=[O:38])[O:29]CC2C=CC=CC=2)[C:8]([N:10]2[CH2:26][CH2:25][CH2:24][C@H:11]2[C:12]([NH:14][C:15]([C:17]2[CH:22]=[CH:21][C:20]([F:23])=[CH:19][CH:18]=2)=[O:16])=[O:13])=[O:9])[CH2:5][CH2:4][CH2:3][CH2:2]1. The catalyst is CO. The product is [CH:1]1([CH2:6][C@H:7]([CH2:27][N:28]([CH:37]=[O:38])[OH:29])[C:8]([N:10]2[CH2:26][CH2:25][CH2:24][C@H:11]2[C:12]([NH:14][C:15]([C:17]2[CH:18]=[CH:19][C:20]([F:23])=[CH:21][CH:22]=2)=[O:16])=[O:13])=[O:9])[CH2:5][CH2:4][CH2:3][CH2:2]1. The yield is 1.00. (2) The product is [Cl:1][C:2]1[CH:3]=[C:4]([C:13]2[C:14]([N:19]3[CH2:24][CH2:23][N:22]([CH2:25][C:26]4[CH:27]=[N:28][N:29]([CH3:31])[CH:30]=4)[CH2:21][CH2:20]3)=[N:15][CH:16]=[CH:17][N:18]=2)[CH:5]=[CH:6][C:7]=1[F:8]. The reactants are [Cl:1][C:2]1[CH:3]=[C:4](B(O)O)[CH:5]=[CH:6][C:7]=1[F:8].Cl[C:13]1[C:14]([N:19]2[CH2:24][CH2:23][N:22]([CH2:25][C:26]3[CH:27]=[N:28][N:29]([CH3:31])[CH:30]=3)[CH2:21][CH2:20]2)=[N:15][CH:16]=[CH:17][N:18]=1.C(=O)([O-])[O-].[K+].[K+]. The yield is 0.577. The catalyst is CN(C)C(=O)C.O. (3) The reactants are [OH:1][C:2]1([CH2:9][N:10]2[CH2:15][CH2:14][C:13]3[NH:16][C:17]([CH:20]=O)=[C:18]([CH3:19])[C:12]=3[C:11]2=[O:22])[CH2:7][CH2:6][N:5]([CH3:8])[CH2:4][CH2:3]1.[F:23][C:24]1[C:29]([F:30])=[CH:28][CH:27]=[CH:26][C:25]=1[C:31]1[CH:39]=[CH:38][CH:37]=[C:36]2[C:32]=1[CH2:33][C:34](=[O:40])[NH:35]2. No catalyst specified. The product is [F:23][C:24]1[C:29]([F:30])=[CH:28][CH:27]=[CH:26][C:25]=1[C:31]1[CH:39]=[CH:38][CH:37]=[C:36]2[C:32]=1[C:33](=[CH:20][C:17]1[NH:16][C:13]3[CH2:14][CH2:15][N:10]([CH2:9][C:2]4([OH:1])[CH2:3][CH2:4][N:5]([CH3:8])[CH2:6][CH2:7]4)[C:11](=[O:22])[C:12]=3[C:18]=1[CH3:19])[C:34](=[O:40])[NH:35]2. The yield is 0.750. (4) The reactants are [CH:1]1([C:6]2[CH:7]=[C:8]3[N:13]([CH:14]=2)[CH:12]=[CH:11][CH:10]=[CH:9]3)[CH2:5][CH2:4][CH2:3][CH2:2]1. The catalyst is CO.[Ni]. The product is [CH:1]1([C:6]2[CH:7]=[C:8]3[N:13]([CH:14]=2)[CH2:12][CH2:11][CH2:10][CH2:9]3)[CH2:2][CH2:3][CH2:4][CH2:5]1. The yield is 0.940. (5) The reactants are [CH3:1][O:2][C:3]1[CH:28]=[CH:27][C:6]([C:7]([NH:9][C:10]2[S:14][C:13]([NH:15][C:16]3[CH:21]=[CH:20][C:19]([O:22][CH3:23])=[CH:18][CH:17]=3)=[N:12][C:11]=2[C:24]([NH2:26])=[O:25])=[O:8])=[CH:5][C:4]=1[N+:29]([O-])=O.[NH4+].[Cl-]. The catalyst is C(O)C.O.[Fe]. The product is [NH2:29][C:4]1[CH:5]=[C:6]([CH:27]=[CH:28][C:3]=1[O:2][CH3:1])[C:7]([NH:9][C:10]1[S:14][C:13]([NH:15][C:16]2[CH:17]=[CH:18][C:19]([O:22][CH3:23])=[CH:20][CH:21]=2)=[N:12][C:11]=1[C:24]([NH2:26])=[O:25])=[O:8]. The yield is 0.540. (6) The product is [CH3:24][O:25][C:26]1[CH:31]=[CH:30][C:29]([C:2]2[CH:10]=[C:9]3[C:5]([C:6]([C:20]([O:22][CH3:23])=[O:21])=[CH:7][N:8]3[S:11]([C:14]3[CH:15]=[N:16][CH:17]=[CH:18][CH:19]=3)(=[O:12])=[O:13])=[CH:4][CH:3]=2)=[CH:28][CH:27]=1. The yield is 0.333. The reactants are Br[C:2]1[CH:10]=[C:9]2[C:5]([C:6]([C:20]([O:22][CH3:23])=[O:21])=[CH:7][N:8]2[S:11]([C:14]2[CH:15]=[N:16][CH:17]=[CH:18][CH:19]=2)(=[O:13])=[O:12])=[CH:4][CH:3]=1.[CH3:24][O:25][C:26]1[CH:31]=[CH:30][C:29](B(O)O)=[CH:28][CH:27]=1.C(=O)([O-])[O-].[K+].[K+]. The catalyst is C1(C)C=CC=CC=1. (7) The reactants are FC(F)(F)S(O[C:7]1[CH2:16][CH2:15][C:10]2([O:14][CH2:13][CH2:12][O:11]2)[CH2:9][CH:8]=1)(=O)=O.[CH3:19][C:20]1([CH3:36])[C:24]([CH3:26])([CH3:25])[O:23][B:22]([B:22]2[O:23][C:24]([CH3:26])([CH3:25])[C:20]([CH3:36])([CH3:19])[O:21]2)[O:21]1.CC([O-])=O.[K+]. The catalyst is O1CCOCC1.C1C=CC(P(C2C=CC=CC=2)[C-]2C=CC=C2)=CC=1.C1C=CC(P(C2C=CC=CC=2)[C-]2C=CC=C2)=CC=1.Cl[Pd]Cl.[Fe+2].C(Cl)Cl. The product is [CH3:19][C:20]1([CH3:36])[C:24]([CH3:26])([CH3:25])[O:23][B:22]([C:7]2[CH2:16][CH2:15][C:10]3([O:14][CH2:13][CH2:12][O:11]3)[CH2:9][CH:8]=2)[O:21]1. The yield is 0.950. (8) The reactants are O[CH:2]1[C:13]2=[C:14]3[C:9](=[CH:10][CH:11]=[CH:12]2)[C:8](=[O:15])[NH:7][C:6](=[O:16])[N:5]3[CH2:4][CH2:3]1.O.C1(C)C=CC(S(O)(=O)=O)=CC=1. The catalyst is C1(C)C=CC=CC=1. The product is [C:8]1(=[O:15])[C:9]2[C:14]3=[C:13]([CH:2]=[CH:3][CH2:4][N:5]3[C:6](=[O:16])[NH:7]1)[CH:12]=[CH:11][CH:10]=2. The yield is 0.960. (9) The catalyst is [Cl-].[Na+].O.[Pd](Cl)Cl.C1(P(C2C=CC=CC=2)C2C=CC=CC=2)C=CC=CC=1.C1(P(C2C=CC=CC=2)C2C=CC=CC=2)C=CC=CC=1.[Cu](I)I. The reactants are [CH2:1]([OH:4])[C:2]#[CH:3].[Cl:5][C:6]1[CH:11]=[C:10]([Cl:12])[CH:9]=[C:8]([Cl:13])[C:7]=1I.CN(C)C=O.C(N(CC)CC)C. The product is [Cl:5][C:6]1[CH:11]=[C:10]([Cl:12])[CH:9]=[C:8]([Cl:13])[C:7]=1[C:3]#[C:2][CH2:1][OH:4]. The yield is 0.750. (10) The reactants are [I:1][C:2]1[CH:10]=[CH:9][C:5]([C:6]([OH:8])=O)=[CH:4][CH:3]=1.C(Cl)(=O)C(Cl)=O.[C:17]1([O:23][CH3:24])[CH:22]=[CH:21][CH:20]=[CH:19][CH:18]=1.[Al+3].[Cl-].[Cl-].[Cl-].Cl. The catalyst is C(Cl)Cl.CN(C=O)C. The product is [I:1][C:2]1[CH:3]=[CH:4][C:5]([C:6]([C:20]2[CH:21]=[CH:22][C:17]([O:23][CH3:24])=[CH:18][CH:19]=2)=[O:8])=[CH:9][CH:10]=1. The yield is 0.980.